This data is from Reaction yield outcomes from USPTO patents with 853,638 reactions. The task is: Predict the reaction yield, written as a fraction of the theoretical maximum amount of product (1.0 means a 100% yield; for example, 0.34 means a 34% yield). (1) The reactants are [F:1][C:2]1[CH:7]=[CH:6][C:5]([C:8](=[O:20])[CH2:9][C:10](=[NH:19])[NH:11][C:12]2[CH:17]=[CH:16][CH:15]=[C:14]([CH3:18])[CH:13]=2)=[CH:4][CH:3]=1.[C:21](OC)(=[O:24])[C:22]#[CH:23]. The catalyst is CO. The product is [NH2:19][C:10]1[N:11]([C:12]2[CH:17]=[CH:16][CH:15]=[C:14]([CH3:18])[CH:13]=2)[C:21](=[O:24])[CH:22]=[CH:23][C:9]=1[C:8](=[O:20])[C:5]1[CH:6]=[CH:7][C:2]([F:1])=[CH:3][CH:4]=1. The yield is 0.370. (2) The product is [CH3:27][O:1][C:2]1[C:11]([CH2:12][CH2:13][C:14]([CH3:16])=[CH2:15])=[C:10]([O:17][CH3:18])[CH:9]=[C:8](/[CH:19]=[CH:20]/[C:21]2[CH:22]=[CH:23][CH:24]=[CH:25][CH:26]=2)[C:3]=1[C:4]([O:6][CH3:7])=[O:5]. The yield is 0.900. The reactants are [OH:1][C:2]1[C:11]([CH2:12][CH2:13][C:14]([CH3:16])=[CH2:15])=[C:10]([O:17][CH3:18])[CH:9]=[C:8](/[CH:19]=[CH:20]/[C:21]2[CH:26]=[CH:25][CH:24]=[CH:23][CH:22]=2)[C:3]=1[C:4]([O:6][CH3:7])=[O:5].[C:27]([O-])([O-])=O.[K+].[K+].CI. The catalyst is CN(C=O)C. (3) The reactants are [CH:1]1([C:7](Cl)=[O:8])[CH2:6][CH2:5][CH2:4][CH2:3][CH2:2]1.C(N(CC)CC)C.[C:17]1([SH:23])[CH:22]=[CH:21][CH:20]=[CH:19][CH:18]=1.CCCC(C)C.C(OCC)(=O)C. The catalyst is C1(C)C=CC=CC=1. The product is [CH:1]1([C:7](=[O:8])[S:23][C:17]2[CH:22]=[CH:21][CH:20]=[CH:19][CH:18]=2)[CH2:6][CH2:5][CH2:4][CH2:3][CH2:2]1. The yield is 0.920. (4) The reactants are [CH3:1][C:2]1([CH3:15])[C:11]2[C:6](=[CH:7][C:8]([N+:12]([O-:14])=[O:13])=[CH:9][CH:10]=2)[NH:5][CH2:4][CH2:3]1.[CH3:16][C:17]([O:20][C:21](O[C:21]([O:20][C:17]([CH3:19])([CH3:18])[CH3:16])=[O:22])=[O:22])([CH3:19])[CH3:18]. No catalyst specified. The product is [C:17]([O:20][C:21]([N:5]1[C:6]2[C:11](=[CH:10][CH:9]=[C:8]([N+:12]([O-:14])=[O:13])[CH:7]=2)[C:2]([CH3:15])([CH3:1])[CH2:3][CH2:4]1)=[O:22])([CH3:19])([CH3:18])[CH3:16]. The yield is 0.220.